Dataset: Full USPTO retrosynthesis dataset with 1.9M reactions from patents (1976-2016). Task: Predict the reactants needed to synthesize the given product. (1) Given the product [Cl:1][C:2]1[CH:23]=[C:22]([Cl:24])[CH:21]=[CH:20][C:3]=1[CH2:4][O:5][C:6]1[CH:11]=[C:10]([O:12][CH:13]([CH3:14])[CH3:15])[CH:9]=[CH:8][C:7]=1[CH2:16][CH2:17][CH2:18][O:19][C:26]1[CH:30]=[C:29]([CH2:31][CH2:32][C:33]([OH:35])=[O:34])[N:28]([C:38]2[CH:43]=[CH:42][CH:41]=[CH:40][CH:39]=2)[N:27]=1, predict the reactants needed to synthesize it. The reactants are: [Cl:1][C:2]1[CH:23]=[C:22]([Cl:24])[CH:21]=[CH:20][C:3]=1[CH2:4][O:5][C:6]1[CH:11]=[C:10]([O:12][CH:13]([CH3:15])[CH3:14])[CH:9]=[CH:8][C:7]=1[CH2:16][CH2:17][CH2:18][OH:19].O[C:26]1[CH:30]=[C:29]([CH2:31][CH2:32][C:33]([O:35]CC)=[O:34])[N:28]([C:38]2[CH:43]=[CH:42][CH:41]=[CH:40][CH:39]=2)[N:27]=1.C(P(CCCC)CCCC)CCC.N(C(N1CCCCC1)=O)=NC(N1CCCCC1)=O.O1CCCC1CO.[OH-].[Na+].Cl. (2) Given the product [Cl:1][C:2]1[CH:7]=[CH:6][C:5]([CH2:8][C:9]([OH:11])=[O:10])=[C:4]([OH:12])[CH:3]=1, predict the reactants needed to synthesize it. The reactants are: [Cl:1][C:2]1[CH:7]=[CH:6][C:5]([CH2:8][C:9]([OH:11])=[O:10])=[C:4]([O:12]C)[CH:3]=1.Br.